This data is from Full USPTO retrosynthesis dataset with 1.9M reactions from patents (1976-2016). The task is: Predict the reactants needed to synthesize the given product. Given the product [CH3:2][O:3][C:4]([CH:5]1[CH2:9][CH2:8][CH2:7][N:6]1[S:19]([C:14]1[CH:15]=[C:16]([Cl:18])[CH:17]=[C:12]([Cl:11])[C:13]=1[OH:23])(=[O:20])=[O:21])=[O:10], predict the reactants needed to synthesize it. The reactants are: Cl.[CH3:2][O:3][C:4](=[O:10])[C@@H:5]1[CH2:9][CH2:8][CH2:7][NH:6]1.[Cl:11][C:12]1[C:13]([OH:23])=[C:14]([S:19](Cl)(=[O:21])=[O:20])[CH:15]=[C:16]([Cl:18])[CH:17]=1.